This data is from Forward reaction prediction with 1.9M reactions from USPTO patents (1976-2016). The task is: Predict the product of the given reaction. (1) Given the reactants C[O:2][C:3]1[CH:11]=[C:10]2[C:6]([CH2:7][NH:8][C:9]2=[O:12])=[CH:5][CH:4]=1.B(Br)(Br)Br.CO, predict the reaction product. The product is: [OH:2][C:3]1[CH:11]=[C:10]2[C:6]([CH2:7][NH:8][C:9]2=[O:12])=[CH:5][CH:4]=1. (2) Given the reactants CN1CCOCC1.CN(C(ON1N=NC2C=CC=CC1=2)=[N+](C)C)C.[B-](F)(F)(F)F.[N:30]1[CH:35]=[C:34]([C:36]([OH:38])=O)[CH:33]=[N:32][CH:31]=1.[CH2:39]([O:47][C:48]([C@:50]1([NH2:55])[CH2:54][CH2:53][O:52][CH2:51]1)=[O:49])[CH2:40][C:41]1[CH:46]=[CH:45][CH:44]=[CH:43][CH:42]=1, predict the reaction product. The product is: [CH2:39]([O:47][C:48]([C@:50]1([NH:55][C:36]([C:34]2[CH:33]=[N:32][CH:31]=[N:30][CH:35]=2)=[O:38])[CH2:54][CH2:53][O:52][CH2:51]1)=[O:49])[CH2:40][C:41]1[CH:42]=[CH:43][CH:44]=[CH:45][CH:46]=1. (3) The product is: [CH3:13][S:12][C:9]1[N:10]=[CH:11][C:6]2[C:4](=[O:3])[NH:16][CH:15]=[CH:14][C:7]=2[N:8]=1. Given the reactants C([O:3][C:4]([C:6]1[C:7](/[CH:14]=[CH:15]/[N:16](C)C)=[N:8][C:9]([S:12][CH3:13])=[N:10][CH:11]=1)=O)C.C([O-])(=O)C.[NH4+], predict the reaction product. (4) Given the reactants [CH:1]([N:3]1[CH2:8][CH2:7][NH:6][CH2:5][CH2:4]1)=[O:2].Cl[CH2:10][C:11]1[NH:12][C:13]2[CH:19]=[CH:18][CH:17]=[CH:16][C:14]=2[N:15]=1, predict the reaction product. The product is: [CH:1]([N:3]1[CH2:8][CH2:7][N:6]([CH2:10][C:11]2[NH:12][C:13]3[CH:19]=[CH:18][CH:17]=[CH:16][C:14]=3[N:15]=2)[CH2:5][CH2:4]1)=[O:2].